Task: Predict the reaction yield, written as a fraction of the theoretical maximum amount of product (1.0 means a 100% yield; for example, 0.34 means a 34% yield).. Dataset: Reaction yield outcomes from USPTO patents with 853,638 reactions (1) The reactants are [NH2:1][C:2]1[C:10]2[C:5](=[N:6][CH:7]=[C:8]([Br:25])[C:9]=2[N:11]2[CH2:16][CH2:15][CH2:14][C@@H:13]([NH:17][C:18](=[O:24])[O:19][C:20]([CH3:23])([CH3:22])[CH3:21])[CH2:12]2)[NH:4][CH:3]=1.C([O:29][C@@H:30]([CH3:34])[C:31](O)=[O:32])(=O)C.C1N(P(Cl)(N2C(=O)OCC2)=O)C(=O)OC1.C(N(CC)CC)C.[Li+].[OH-]. The catalyst is C(Cl)Cl.CC#N.O.O. The product is [Br:25][C:8]1[C:9]([N:11]2[CH2:16][CH2:15][CH2:14][C@@H:13]([NH:17][C:18](=[O:24])[O:19][C:20]([CH3:21])([CH3:22])[CH3:23])[CH2:12]2)=[C:10]2[C:2]([NH:1][C:31](=[O:32])[C@@H:30]([OH:29])[CH3:34])=[CH:3][NH:4][C:5]2=[N:6][CH:7]=1. The yield is 0.510. (2) The reactants are [OH:1][C@@H:2]([C@H:4]1[C:10](=[O:11])[N:9]2[C@@H:5]1[CH2:6][C:7]([C:15]1[CH:20]=[CH:19][C:18]([CH2:21][N:22]3[CH2:27][CH2:26][O:25][CH2:24][CH2:23]3)=[CH:17][CH:16]=1)=[C:8]2[C:12]([O-:14])=[O:13])[CH3:3].[Na+].[C:29]([O:35][CH2:36]Cl)(=[O:34])[C:30]([CH3:33])([CH3:32])[CH3:31].C(OCC)(=O)C. The catalyst is CN(C=O)C.[Cl-].C([N+](CC)(CC)CC)C1C=CC=CC=1. The product is [OH:1][C@@H:2]([C@H:4]1[C:10](=[O:11])[N:9]2[C@@H:5]1[CH2:6][C:7]([C:15]1[CH:20]=[CH:19][C:18]([CH2:21][N:22]3[CH2:27][CH2:26][O:25][CH2:24][CH2:23]3)=[CH:17][CH:16]=1)=[C:8]2[C:12]([O:14][CH2:36][O:35][C:29](=[O:34])[C:30]([CH3:33])([CH3:32])[CH3:31])=[O:13])[CH3:3]. The yield is 0.740. (3) The reactants are [Cl:1][C:2]1[CH:11]=[CH:10][C:9](I)=[CH:8][C:3]=1[C:4]([O:6][CH3:7])=[O:5].C(=O)([O-])[O-].[Cs+].[Cs+].C1C=CC(P(C2C(C3C(P(C4C=CC=CC=4)C4C=CC=CC=4)=CC=C4C=3C=CC=C4)=C3C(C=CC=C3)=CC=2)C2C=CC=CC=2)=CC=1.[CH2:65]([N:67]([CH2:73][CH3:74])[CH:68]1[CH2:72][CH2:71][NH:70][CH2:69]1)[CH3:66]. The catalyst is O1CCOCC1.C([O-])(=O)C.[Pd+2].C([O-])(=O)C. The product is [Cl:1][C:2]1[CH:11]=[CH:10][C:9]([N:70]2[CH2:71][CH2:72][CH:68]([N:67]([CH2:73][CH3:74])[CH2:65][CH3:66])[CH2:69]2)=[CH:8][C:3]=1[C:4]([O:6][CH3:7])=[O:5]. The yield is 0.245. (4) The reactants are Cl[CH2:2][C:3]([NH:5][CH2:6][CH2:7][CH2:8][CH2:9][CH2:10][CH2:11][NH:12][C:13](=[O:19])[O:14][C:15]([CH3:18])([CH3:17])[CH3:16])=[O:4].[OH:20][C:21]1[CH:30]=[CH:29][CH:28]=[C:23]([C:24]([O:26][CH3:27])=[O:25])[C:22]=1[C:31]([O:33][CH3:34])=[O:32].C(=O)([O-])[O-].[Cs+].[Cs+]. The catalyst is CC#N.CCOC(C)=O. The product is [C:15]([O:14][C:13]([NH:12][CH2:11][CH2:10][CH2:9][CH2:8][CH2:7][CH2:6][NH:5][C:3](=[O:4])[CH2:2][O:20][C:21]1[CH:30]=[CH:29][CH:28]=[C:23]([C:24]([O:26][CH3:27])=[O:25])[C:22]=1[C:31]([O:33][CH3:34])=[O:32])=[O:19])([CH3:18])([CH3:17])[CH3:16]. The yield is 0.710. (5) The reactants are [CH2:1]([N:3]([CH2:6]C)CC)[CH3:2].[CH3:8][C@H:9]1[CH2:18][CH2:17][C:16]2[C:11](=[CH:12][CH:13]=[C:14]([CH:23]3[CH2:28][CH2:27][NH:26][CH2:25][CH2:24]3)[C:15]=2[O:19][CH2:20][CH2:21][CH3:22])[N:10]1[C:29](=[O:31])[CH3:30].ClC(Cl)([O:35]C(=O)OC(Cl)(Cl)Cl)Cl.N1C=CC=CC=1.C(N)C. The catalyst is ClCCl. The product is [C:29]([N:10]1[C:11]2[C:16](=[C:15]([O:19][CH2:20][CH2:21][CH3:22])[C:14]([CH:23]3[CH2:28][CH2:27][N:26]([C:6]([NH:3][CH2:1][CH3:2])=[O:35])[CH2:25][CH2:24]3)=[CH:13][CH:12]=2)[CH2:17][CH2:18][C@@H:9]1[CH3:8])(=[O:31])[CH3:30]. The yield is 0.610. (6) The catalyst is O1CCOCC1.C(OCC)(=O)C.C1C=CC(P(C2C=CC=CC=2)[C-]2C=CC=C2)=CC=1.C1C=CC(P(C2C=CC=CC=2)[C-]2C=CC=C2)=CC=1.Cl[Pd]Cl.[Fe+2].C(Cl)Cl. The yield is 0.640. The product is [NH2:1][C:2]1[N:7]=[CH:6][C:5]([CH:8]2[CH2:13][CH2:12][S:11](=[O:15])(=[O:14])[CH2:10][CH2:9]2)=[CH:4][C:3]=1[B:17]1[O:21][C:20]([CH3:23])([CH3:22])[C:19]([CH3:25])([CH3:24])[O:18]1. The reactants are [NH2:1][C:2]1[N:7]=[CH:6][C:5]([CH:8]2[CH2:13][CH2:12][S:11](=[O:15])(=[O:14])[CH2:10][CH2:9]2)=[CH:4][C:3]=1Br.[B:17]1([B:17]2[O:21][C:20]([CH3:23])([CH3:22])[C:19]([CH3:25])([CH3:24])[O:18]2)[O:21][C:20]([CH3:23])([CH3:22])[C:19]([CH3:25])([CH3:24])[O:18]1.C([O-])(=O)C.[K+].